Dataset: Reaction yield outcomes from USPTO patents with 853,638 reactions. Task: Predict the reaction yield, written as a fraction of the theoretical maximum amount of product (1.0 means a 100% yield; for example, 0.34 means a 34% yield). (1) The reactants are [OH:1][C:2]1[CH:11]=[C:10](I)[CH:9]=[CH:8][C:3]=1[C:4]([O:6][CH3:7])=[O:5].[C:13]([C:15]1[CH:20]=[CH:19][C:18]([O:21][CH2:22][O:23][CH3:24])=[CH:17][CH:16]=1)#[CH:14].N1C=CN=C1.[C:30]([Si:34](Cl)([CH3:36])[CH3:35])([CH3:33])([CH3:32])[CH3:31]. The catalyst is C(N(CC)CC)C.C(OCC)(=O)C.[Cu]I.Cl[Pd](Cl)([P](C1C=CC=CC=1)(C1C=CC=CC=1)C1C=CC=CC=1)[P](C1C=CC=CC=1)(C1C=CC=CC=1)C1C=CC=CC=1.O. The product is [Si:34]([O:1][C:2]1[CH:11]=[C:10]([C:14]#[C:13][C:15]2[CH:20]=[CH:19][C:18]([O:21][CH2:22][O:23][CH3:24])=[CH:17][CH:16]=2)[CH:9]=[CH:8][C:3]=1[C:4]([O:6][CH3:7])=[O:5])([C:30]([CH3:33])([CH3:32])[CH3:31])([CH3:36])[CH3:35]. The yield is 0.840. (2) The reactants are CC(C1C=C(C(C)C)C(C2C=CC=CC=2P(C2CCCCC2)C2CCCCC2)=C(C(C)C)C=1)C.Cl[C:36]1[N:44]=[C:43]2[C:39]([N:40]=[C:41]([CH2:46][N:47]3[CH2:52][CH2:51][CH:50]([C:53]([OH:56])([CH3:55])[CH3:54])[CH2:49][CH2:48]3)[N:42]2[CH3:45])=[C:38]([N:57]2[CH2:62][CH2:61][O:60][CH2:59][CH2:58]2)[N:37]=1.[F:63][C:64]1[C:65]([N+:71]([O-:73])=[O:72])=[C:66]([NH2:70])[CH:67]=[CH:68][CH:69]=1.C(=O)([O-])[O-].[Cs+].[Cs+]. The catalyst is C1C=CC(/C=C/C(/C=C/C2C=CC=CC=2)=O)=CC=1.C1C=CC(/C=C/C(/C=C/C2C=CC=CC=2)=O)=CC=1.C1C=CC(/C=C/C(/C=C/C2C=CC=CC=2)=O)=CC=1.[Pd].[Pd].CN(C=O)C. The product is [F:63][C:64]1[C:65]([N+:71]([O-:73])=[O:72])=[C:66]([NH:70][C:36]2[N:44]=[C:43]3[C:39]([N:40]=[C:41]([CH2:46][N:47]4[CH2:52][CH2:51][CH:50]([C:53]([OH:56])([CH3:54])[CH3:55])[CH2:49][CH2:48]4)[N:42]3[CH3:45])=[C:38]([N:57]3[CH2:58][CH2:59][O:60][CH2:61][CH2:62]3)[N:37]=2)[CH:67]=[CH:68][CH:69]=1. The yield is 0.730.